From a dataset of Peptide-MHC class II binding affinity with 134,281 pairs from IEDB. Regression. Given a peptide amino acid sequence and an MHC pseudo amino acid sequence, predict their binding affinity value. This is MHC class II binding data. (1) The peptide sequence is GELQIVIKIDAAFKI. The MHC is DRB1_1501 with pseudo-sequence DRB1_1501. The binding affinity (normalized) is 0.412. (2) The peptide sequence is ALTALIRDPPADSTG. The MHC is DRB1_0405 with pseudo-sequence DRB1_0405. The binding affinity (normalized) is 0.323. (3) The binding affinity (normalized) is 0.165. The MHC is DRB1_1301 with pseudo-sequence DRB1_1301. The peptide sequence is HVGAKQENWNTDIKT.